This data is from Reaction yield outcomes from USPTO patents with 853,638 reactions. The task is: Predict the reaction yield, written as a fraction of the theoretical maximum amount of product (1.0 means a 100% yield; for example, 0.34 means a 34% yield). (1) The product is [F:29][C:23]1[CH:22]=[C:21]([CH:26]=[CH:25][C:24]=1[O:27][CH3:28])[CH2:20][CH2:19][N:7]1[C:8]2[CH:9]=[CH:10][C:2]([Cl:1])=[CH:3][C:4]=2[C:5]2[CH2:14][N:13]([CH3:15])[CH2:12][CH2:11][C:6]1=2. The yield is 0.0400. The catalyst is CN1CCCC1=O.O. The reactants are [Cl:1][C:2]1[CH:10]=[CH:9][C:8]2[NH:7][C:6]3[CH2:11][CH2:12][N:13]([CH3:15])[CH2:14][C:5]=3[C:4]=2[CH:3]=1.[OH-].[K+].Br[CH2:19][CH2:20][C:21]1[CH:26]=[CH:25][C:24]([O:27][CH3:28])=[C:23]([F:29])[CH:22]=1. (2) The reactants are [Cl:1][C:2]1[CH:28]=[CH:27][CH:26]=[C:25]([Cl:29])[C:3]=1[C:4]([NH:6][C@H:7]([C:21]([O:23][CH3:24])=[O:22])[CH2:8][C:9]1[CH:14]=[CH:13][C:12]([C:15]2[CH2:16][CH2:17][NH:18][CH2:19][CH:20]=2)=[CH:11][CH:10]=1)=[O:5]. The catalyst is C(O)C.C(O)(=O)C.[Pt]. The product is [Cl:1][C:2]1[CH:28]=[CH:27][CH:26]=[C:25]([Cl:29])[C:3]=1[C:4]([NH:6][C@H:7]([C:21]([O:23][CH3:24])=[O:22])[CH2:8][C:9]1[CH:10]=[CH:11][C:12]([CH:15]2[CH2:20][CH2:19][NH:18][CH2:17][CH2:16]2)=[CH:13][CH:14]=1)=[O:5]. The yield is 0.900. (3) The reactants are [Br:1][C:2]1[CH:3]=[C:4]([CH:8]=[CH:9][N:10]=1)[C:5]([OH:7])=[O:6].CO.Cl.[CH2:14](N=C=NCCCN(C)C)C. The catalyst is ClCCl. The product is [Br:1][C:2]1[CH:3]=[C:4]([CH:8]=[CH:9][N:10]=1)[C:5]([O:7][CH3:14])=[O:6]. The yield is 0.750. (4) The reactants are [CH2:1]([O:3][C:4]1[N:8]([CH2:9][C:10]2[CH:15]=[CH:14][C:13]([C:16]3[CH:21]=[CH:20][CH:19]=[CH:18][C:17]=3[C:22]3[N:26]([C:27]([C:40]4[CH:45]=[CH:44][CH:43]=[CH:42][CH:41]=4)([C:34]4[CH:39]=[CH:38][CH:37]=[CH:36][CH:35]=4)[C:28]4[CH:33]=[CH:32][CH:31]=[CH:30][CH:29]=4)[N:25]=[N:24][N:23]=3)=[CH:12][CH:11]=2)[C:7]2[C:46]([C:50]([OH:52])=[O:51])=[CH:47][CH:48]=[CH:49][C:6]=2[N:5]=1)[CH3:2].[C:53](=[O:65])([O:58][CH:59]1[CH2:64][CH2:63][CH2:62][CH2:61][CH2:60]1)[O:54][CH2:55][CH2:56]Cl.C(=O)([O-])[O-].[K+].[K+]. The catalyst is CN1CCCC1=O. The product is [CH2:1]([O:3][C:4]1[N:8]([CH2:9][C:10]2[CH:11]=[CH:12][C:13]([C:16]3[CH:21]=[CH:20][CH:19]=[CH:18][C:17]=3[C:22]3[N:26]([C:27]([C:28]4[CH:33]=[CH:32][CH:31]=[CH:30][CH:29]=4)([C:40]4[CH:41]=[CH:42][CH:43]=[CH:44][CH:45]=4)[C:34]4[CH:35]=[CH:36][CH:37]=[CH:38][CH:39]=4)[N:25]=[N:24][N:23]=3)=[CH:14][CH:15]=2)[C:7]2[C:46]([C:50]([O:52][CH:55]([O:54][C:53]([O:58][CH:59]3[CH2:64][CH2:63][CH2:62][CH2:61][CH2:60]3)=[O:65])[CH3:56])=[O:51])=[CH:47][CH:48]=[CH:49][C:6]=2[N:5]=1)[CH3:2]. The yield is 0.869. (5) The reactants are [N+:1]([C:4]1[CH:12]=[C:11]2[C:7]([CH:8]=[CH:9][NH:10]2)=[CH:6][CH:5]=1)([O-:3])=[O:2].CCN(C(C)C)C(C)C.[C:22](Br)([CH3:25])([CH3:24])[CH3:23]. The catalyst is CCCC[N+](CCCC)(CCCC)CCCC.[I-].C1(C)C=CC=CC=1.[O-]S(C(F)(F)F)(=O)=O.[Zn+2].[O-]S(C(F)(F)F)(=O)=O. The product is [C:22]([C:8]1[C:7]2[C:11](=[CH:12][C:4]([N+:1]([O-:3])=[O:2])=[CH:5][CH:6]=2)[NH:10][CH:9]=1)([CH3:25])([CH3:24])[CH3:23]. The yield is 0.190. (6) The reactants are [CH:1]([C:3]1[CH:27]=[C:6]2[CH2:7][N:8]([C:12]([O:14][CH2:15][C:16]3[CH:21]=[C:20]([C:22]([F:25])([F:24])[F:23])[CH:19]=[C:18]([Cl:26])[CH:17]=3)=[O:13])[CH2:9][CH2:10][CH2:11][N:5]2[N:4]=1)=[O:2].[F:28][C:29]([Si](C)(C)C)([F:31])[F:30].[F-].C([N+](CCCC)(CCCC)CCCC)CCC.Cl. The product is [F:28][C:29]([F:31])([F:30])[CH:1]([C:3]1[CH:27]=[C:6]2[CH2:7][N:8]([C:12]([O:14][CH2:15][C:16]3[CH:21]=[C:20]([C:22]([F:24])([F:23])[F:25])[CH:19]=[C:18]([Cl:26])[CH:17]=3)=[O:13])[CH2:9][CH2:10][CH2:11][N:5]2[N:4]=1)[OH:2]. The catalyst is C1COCC1.O. The yield is 0.340.